From a dataset of Full USPTO retrosynthesis dataset with 1.9M reactions from patents (1976-2016). Predict the reactants needed to synthesize the given product. (1) Given the product [Br:12][C:8]1[CH:9]=[C:10]2[C:5]([N:4]=[CH:3][C:2](=[O:11])[NH:1]2)=[CH:6][CH:7]=1, predict the reactants needed to synthesize it. The reactants are: [NH:1]1[C:10]2[C:5](=[CH:6][CH:7]=[CH:8][CH:9]=2)[N:4]=[CH:3][C:2]1=[O:11].[Br:12]Br. (2) Given the product [CH2:1]([O:3][C:4](=[O:31])/[CH:5]=[C:6](\[CH3:30])/[CH:7]=[CH:8]/[CH:9]=[C:10](/[C:15]1[C:24]([O:25][CH2:38][CH3:39])=[CH:23][C:22]2[C:21]([CH3:27])([CH3:26])[CH2:20][CH2:19][C:18]([CH3:29])([CH3:28])[C:17]=2[CH:16]=1)\[C:11]([F:13])([F:12])[F:14])[CH3:2], predict the reactants needed to synthesize it. The reactants are: [CH2:1]([O:3][C:4](=[O:31])/[CH:5]=[C:6](\[CH3:30])/[CH:7]=[CH:8]/[CH:9]=[C:10](/[C:15]1[C:24]([OH:25])=[CH:23][C:22]2[C:21]([CH3:27])([CH3:26])[CH2:20][CH2:19][C:18]([CH3:29])([CH3:28])[C:17]=2[CH:16]=1)\[C:11]([F:14])([F:13])[F:12])[CH3:2].C([O-])([O-])=O.[K+].[K+].[CH2:38](I)[CH3:39].CC(C)=O. (3) The reactants are: [N:1]1([C:7](=[S:9])[NH2:8])[CH2:6][CH2:5][NH:4][CH2:3][CH2:2]1.Br[CH:11]([CH3:18])[C:12](=O)[C:13]([F:16])([F:15])[F:14]. Given the product [CH3:18][C:11]1[S:9][C:7]([N:1]2[CH2:6][CH2:5][NH:4][CH2:3][CH2:2]2)=[N:8][C:12]=1[C:13]([F:16])([F:15])[F:14], predict the reactants needed to synthesize it. (4) The reactants are: [OH:1][C:2]([C:9]1[CH:10]=[CH:11][C:12]2[NH:18][C:17]3[N:19]=[C:20]([C:23]([F:26])([F:25])[F:24])[CH:21]=[CH:22][C:16]=3[CH2:15][N:14]([S:27]([C:30]3[CH:35]=[CH:34][C:33]([O:36][C:37]([F:40])([F:39])[F:38])=[CH:32][CH:31]=3)(=[O:29])=[O:28])[C:13]=2[CH:41]=1)([CH3:8])[C:3]([O:5]CC)=[O:4].O=C(C1C=CC2NC3N=C(C(F)(F)F)C=CC=3CN(S(C3C=CC(OC(F)(F)F)=CC=3)(=O)=O)C=2C=1)C(OCC)=O.C[Mg+].[Br-].[NH4+].[Cl-].C([O-])(O)=O.[Na+]. Given the product [OH:1][C:2]([C:9]1[CH:10]=[CH:11][C:12]2[NH:18][C:17]3[N:19]=[C:20]([C:23]([F:25])([F:26])[F:24])[CH:21]=[CH:22][C:16]=3[CH2:15][N:14]([S:27]([C:30]3[CH:35]=[CH:34][C:33]([O:36][C:37]([F:38])([F:40])[F:39])=[CH:32][CH:31]=3)(=[O:29])=[O:28])[C:13]=2[CH:41]=1)([CH3:8])[C:3]([OH:5])=[O:4], predict the reactants needed to synthesize it. (5) Given the product [CH3:13][S:14]([O:8][C:5]1[CH:6]=[CH:7][C:2]([F:1])=[C:3]([C:9]([F:10])([F:11])[F:12])[CH:4]=1)(=[O:16])=[O:15], predict the reactants needed to synthesize it. The reactants are: [F:1][C:2]1[CH:7]=[CH:6][C:5]([OH:8])=[CH:4][C:3]=1[C:9]([F:12])([F:11])[F:10].[CH3:13][S:14](Cl)(=[O:16])=[O:15].C(N(CC)CC)C. (6) Given the product [CH2:14]([C:2]1[CH:11]=[CH:10][C:5]([C:6]([O:8][CH3:9])=[O:7])=[C:4]([O:12][CH3:13])[CH:3]=1)[CH3:15], predict the reactants needed to synthesize it. The reactants are: Cl[C:2]1[CH:11]=[CH:10][C:5]([C:6]([O:8][CH3:9])=[O:7])=[C:4]([O:12][CH3:13])[CH:3]=1.[CH3:14][CH2:15][Mg+].[Br-]. (7) Given the product [F:31][CH2:14][C@H:15]1[N:20]([CH3:21])[CH2:19][CH2:18][N:17]([C:22]([O:24][C:25]([CH3:28])([CH3:27])[CH3:26])=[O:23])[CH2:16]1, predict the reactants needed to synthesize it. The reactants are: C(N(CC)CC)C.CS(Cl)(=O)=O.O[CH2:14][C@H:15]1[N:20]([CH3:21])[CH2:19][CH2:18][N:17]([C:22]([O:24][C:25]([CH3:28])([CH3:27])[CH3:26])=[O:23])[CH2:16]1.[Cl-].[NH4+].[F-:31].C([N+](CCCC)(CCCC)CCCC)CCC.O1CCCC1.